Dataset: NCI-60 drug combinations with 297,098 pairs across 59 cell lines. Task: Regression. Given two drug SMILES strings and cell line genomic features, predict the synergy score measuring deviation from expected non-interaction effect. (1) Drug 1: CC1C(C(=O)NC(C(=O)N2CCCC2C(=O)N(CC(=O)N(C(C(=O)O1)C(C)C)C)C)C(C)C)NC(=O)C3=C4C(=C(C=C3)C)OC5=C(C(=O)C(=C(C5=N4)C(=O)NC6C(OC(=O)C(N(C(=O)CN(C(=O)C7CCCN7C(=O)C(NC6=O)C(C)C)C)C)C(C)C)C)N)C. Drug 2: CC1=C(C=C(C=C1)NC(=O)C2=CC=C(C=C2)CN3CCN(CC3)C)NC4=NC=CC(=N4)C5=CN=CC=C5. Cell line: SN12C. Synergy scores: CSS=19.8, Synergy_ZIP=-2.24, Synergy_Bliss=3.70, Synergy_Loewe=-0.252, Synergy_HSA=5.12. (2) Drug 1: CC1C(C(CC(O1)OC2CC(CC3=C2C(=C4C(=C3O)C(=O)C5=C(C4=O)C(=CC=C5)OC)O)(C(=O)C)O)N)O.Cl. Drug 2: CC12CCC3C(C1CCC2OP(=O)(O)O)CCC4=C3C=CC(=C4)OC(=O)N(CCCl)CCCl.[Na+]. Cell line: SN12C. Synergy scores: CSS=25.6, Synergy_ZIP=-7.59, Synergy_Bliss=-2.10, Synergy_Loewe=-1.65, Synergy_HSA=-1.28. (3) Drug 1: C1CN1P(=S)(N2CC2)N3CC3. Drug 2: CCC1(CC2CC(C3=C(CCN(C2)C1)C4=CC=CC=C4N3)(C5=C(C=C6C(=C5)C78CCN9C7C(C=CC9)(C(C(C8N6C=O)(C(=O)OC)O)OC(=O)C)CC)OC)C(=O)OC)O.OS(=O)(=O)O. Cell line: SNB-19. Synergy scores: CSS=40.2, Synergy_ZIP=-2.84, Synergy_Bliss=0.667, Synergy_Loewe=-22.3, Synergy_HSA=0.443. (4) Drug 1: CC1OCC2C(O1)C(C(C(O2)OC3C4COC(=O)C4C(C5=CC6=C(C=C35)OCO6)C7=CC(=C(C(=C7)OC)O)OC)O)O. Drug 2: COC1=C2C(=CC3=C1OC=C3)C=CC(=O)O2. Cell line: HCT-15. Synergy scores: CSS=43.9, Synergy_ZIP=0.461, Synergy_Bliss=0.776, Synergy_Loewe=-23.5, Synergy_HSA=-0.693. (5) Synergy scores: CSS=0.621, Synergy_ZIP=-1.26, Synergy_Bliss=-3.87, Synergy_Loewe=-0.609, Synergy_HSA=-3.46. Drug 2: COC1=C2C(=CC3=C1OC=C3)C=CC(=O)O2. Drug 1: C#CCC(CC1=CN=C2C(=N1)C(=NC(=N2)N)N)C3=CC=C(C=C3)C(=O)NC(CCC(=O)O)C(=O)O. Cell line: SK-MEL-5. (6) Drug 1: C1=CC(=CC=C1CC(C(=O)O)N)N(CCCl)CCCl.Cl. Drug 2: CC1=C(N=C(N=C1N)C(CC(=O)N)NCC(C(=O)N)N)C(=O)NC(C(C2=CN=CN2)OC3C(C(C(C(O3)CO)O)O)OC4C(C(C(C(O4)CO)O)OC(=O)N)O)C(=O)NC(C)C(C(C)C(=O)NC(C(C)O)C(=O)NCCC5=NC(=CS5)C6=NC(=CS6)C(=O)NCCC[S+](C)C)O. Cell line: HOP-92. Synergy scores: CSS=25.3, Synergy_ZIP=-7.07, Synergy_Bliss=-2.09, Synergy_Loewe=-30.4, Synergy_HSA=0.928. (7) Drug 1: C1CN1P(=S)(N2CC2)N3CC3. Drug 2: CC12CCC3C(C1CCC2O)C(CC4=C3C=CC(=C4)O)CCCCCCCCCS(=O)CCCC(C(F)(F)F)(F)F. Cell line: SF-539. Synergy scores: CSS=7.77, Synergy_ZIP=-1.32, Synergy_Bliss=7.02, Synergy_Loewe=-0.886, Synergy_HSA=2.17. (8) Drug 1: CN(C)N=NC1=C(NC=N1)C(=O)N. Drug 2: CCC1=C2CN3C(=CC4=C(C3=O)COC(=O)C4(CC)O)C2=NC5=C1C=C(C=C5)O. Cell line: SR. Synergy scores: CSS=58.0, Synergy_ZIP=-1.56, Synergy_Bliss=-3.35, Synergy_Loewe=-29.7, Synergy_HSA=-2.74.